From a dataset of Full USPTO retrosynthesis dataset with 1.9M reactions from patents (1976-2016). Predict the reactants needed to synthesize the given product. (1) Given the product [F:49][C:37]([F:36])([F:50])[C:38]1[CH:43]=[CH:42][CH:41]=[CH:40][C:39]=1[C:44]([N:46]=[C:47]=[S:48])=[O:45].[CH3:14][O:15][C:16]1[CH:17]=[C:18]2[C:23](=[CH:24][C:25]=1[O:26][CH3:27])[N:22]=[CH:21][N:20]=[C:19]2[O:28][C:29]1[CH:35]=[CH:34][C:32]([NH:33][C:47]([NH:46][C:44](=[O:45])[C:39]2[CH:40]=[CH:41][CH:42]=[CH:43][C:38]=2[C:37]([F:36])([F:50])[F:49])=[S:48])=[CH:31][CH:30]=1, predict the reactants needed to synthesize it. The reactants are: FC(F)(F)C1C=CC=CC=1C(Cl)=O.[CH3:14][O:15][C:16]1[CH:17]=[C:18]2[C:23](=[CH:24][C:25]=1[O:26][CH3:27])[N:22]=[CH:21][N:20]=[C:19]2[O:28][C:29]1[CH:35]=[CH:34][C:32]([NH2:33])=[CH:31][CH:30]=1.[F:36][C:37]([F:50])([F:49])[C:38]1[CH:43]=[CH:42][CH:41]=[CH:40][C:39]=1[C:44]([N:46]=[C:47]=[S:48])=[O:45]. (2) Given the product [Cl:1][C:2]1[CH:3]=[CH:4][C:5]2[N:11]3[CH:12]=[CH:13][CH:14]=[C:10]3[C@@H:9]([CH2:15][CH2:16][N:17]3[C:21]([C:22]([OH:24])=[O:23])=[CH:20][CH:19]=[N:18]3)[O:8][C@H:7]([C:27]3[CH:32]=[CH:31][CH:30]=[C:29]([O:33][CH3:34])[C:28]=3[O:35][CH3:36])[C:6]=2[CH:37]=1, predict the reactants needed to synthesize it. The reactants are: [Cl:1][C:2]1[CH:3]=[CH:4][C:5]2[N:11]3[CH:12]=[CH:13][CH:14]=[C:10]3[C@@H:9]([CH2:15][CH2:16][N:17]3[C:21]([C:22]([O:24]CC)=[O:23])=[CH:20][CH:19]=[N:18]3)[O:8][C@H:7]([C:27]3[CH:32]=[CH:31][CH:30]=[C:29]([O:33][CH3:34])[C:28]=3[O:35][CH3:36])[C:6]=2[CH:37]=1.C(=O)([O-])[O-].[K+].[K+]. (3) Given the product [CH2:26]([O:33][C:34](=[O:54])[NH:35][C@@H:36]1[C:39](=[O:40])[N:38]([CH2:41][C:42]2[CH:47]=[CH:46][C:45]([O:48][CH3:49])=[CH:44][C:43]=2[O:50][CH3:51])[C@@H:37]1[CH2:52][N:23]1[N:22]=[C:21]([CH:19]([O:18][Si:1]([C:14]([CH3:15])([CH3:16])[CH3:17])([C:8]2[CH:13]=[CH:12][CH:11]=[CH:10][CH:9]=2)[C:2]2[CH:7]=[CH:6][CH:5]=[CH:4][CH:3]=2)[CH3:20])[CH:25]=[N:24]1)[C:27]1[CH:32]=[CH:31][CH:30]=[CH:29][CH:28]=1, predict the reactants needed to synthesize it. The reactants are: [Si:1]([O:18][CH:19]([C:21]1[N:22]=[N:23][NH:24][CH:25]=1)[CH3:20])([C:14]([CH3:17])([CH3:16])[CH3:15])([C:8]1[CH:13]=[CH:12][CH:11]=[CH:10][CH:9]=1)[C:2]1[CH:7]=[CH:6][CH:5]=[CH:4][CH:3]=1.[CH2:26]([O:33][C:34](=[O:54])[NH:35][C@@H:36]1[C:39](=[O:40])[N:38]([CH2:41][C:42]2[CH:47]=[CH:46][C:45]([O:48][CH3:49])=[CH:44][C:43]=2[O:50][CH3:51])[C@@H:37]1[CH2:52]O)[C:27]1[CH:32]=[CH:31][CH:30]=[CH:29][CH:28]=1.C1C=CC(P(C2C=CC=CC=2)C2C=CC=CC=2)=CC=1.CC(OC(/N=N/C(OC(C)C)=O)=O)C. (4) Given the product [CH3:20][N:21]([CH3:26])[CH2:22][CH2:23][N:24]([CH3:25])[S:16]([C:14]1[S:15][C:11]([C:7]2[S:6][C:5]([NH:4][C:1](=[O:3])[CH3:2])=[N:9][C:8]=2[CH3:10])=[CH:12][CH:13]=1)(=[O:18])=[O:17], predict the reactants needed to synthesize it. The reactants are: [C:1]([NH:4][C:5]1[S:6][C:7]([C:11]2[S:15][C:14]([S:16](Cl)(=[O:18])=[O:17])=[CH:13][CH:12]=2)=[C:8]([CH3:10])[N:9]=1)(=[O:3])[CH3:2].[CH3:20][N:21]([CH3:26])[CH2:22][CH2:23][NH:24][CH3:25].C(N(CC)CC)C.